Task: Predict the reactants needed to synthesize the given product.. Dataset: Full USPTO retrosynthesis dataset with 1.9M reactions from patents (1976-2016) (1) Given the product [C:34]([O:33][C:31](=[O:32])[CH2:30][N:11]1[CH2:12][C@H:8]([C:4]2[CH:5]=[CH:6][CH:7]=[C:2]([Cl:1])[C:3]=2[F:28])[C@:9]([C:20]2[CH:25]=[CH:24][C:23]([Cl:26])=[CH:22][C:21]=2[F:27])([C:18]#[N:19])[C@@H:10]1[CH2:13][C:14]([CH3:17])([CH3:16])[CH3:15])([CH3:37])([CH3:36])[CH3:35], predict the reactants needed to synthesize it. The reactants are: [Cl:1][C:2]1[C:3]([F:28])=[C:4]([CH:8]2[CH2:12][NH:11][CH:10]([CH2:13][C:14]([CH3:17])([CH3:16])[CH3:15])[C:9]2([C:20]2[CH:25]=[CH:24][C:23]([Cl:26])=[CH:22][C:21]=2[F:27])[C:18]#[N:19])[CH:5]=[CH:6][CH:7]=1.Br[CH2:30][C:31]([O:33][C:34]([CH3:37])([CH3:36])[CH3:35])=[O:32].C([O-])([O-])=O.[Cs+].[Cs+].O. (2) Given the product [F:15][C:6]1[C:5]2[O:4][CH2:3][CH:2]([NH:1][CH2:28][CH2:27][C@@H:26]([C:20]3[C:19]4[C:23](=[CH:24][CH:25]=[C:17]([F:16])[CH:18]=4)[NH:22][CH:21]=3)[CH3:30])[CH2:11][C:10]=2[C:9]([C:12]([NH2:14])=[O:13])=[CH:8][CH:7]=1, predict the reactants needed to synthesize it. The reactants are: [NH2:1][CH:2]1[CH2:11][C:10]2[C:9]([C:12]([NH2:14])=[O:13])=[CH:8][CH:7]=[C:6]([F:15])[C:5]=2[O:4][CH2:3]1.[F:16][C:17]1[CH:18]=[C:19]2[C:23](=[CH:24][CH:25]=1)[NH:22][CH:21]=[C:20]2[C@@H:26]([CH3:30])[CH2:27][CH:28]=O.C(O)(=O)C.C([BH3-])#N.[Na+].